Task: Predict the reactants needed to synthesize the given product.. Dataset: Full USPTO retrosynthesis dataset with 1.9M reactions from patents (1976-2016) (1) Given the product [O:11]=[C:2]1[CH:3]=[CH:4][C:5]2[C:10](=[N:9][CH:8]=[CH:7][CH:6]=2)[N:1]1[CH2:19][CH2:20][CH2:21][C:22]1([C:35]([O:37][CH2:38][CH3:39])=[O:36])[CH2:27][CH2:26][N:25]([C:28]([O:30][C:31]([CH3:32])([CH3:33])[CH3:34])=[O:29])[CH2:24][CH2:23]1, predict the reactants needed to synthesize it. The reactants are: [NH:1]1[C:10]2[C:5](=[CH:6][CH:7]=[CH:8][N:9]=2)[CH:4]=[CH:3][C:2]1=[O:11].[H-].[Na+].CS(O[CH2:19][CH2:20][CH2:21][C:22]1([C:35]([O:37][CH2:38][CH3:39])=[O:36])[CH2:27][CH2:26][N:25]([C:28]([O:30][C:31]([CH3:34])([CH3:33])[CH3:32])=[O:29])[CH2:24][CH2:23]1)(=O)=O.O. (2) Given the product [CH3:11][C:2]([NH:1][S:30]([C:27]1[CH:26]=[CH:25][C:24]([C:34]2[CH:39]=[CH:38][CH:37]=[CH:36][CH:35]=2)=[CH:29][CH:28]=1)(=[O:32])=[O:31])([CH3:12])[C:3](=[O:4])[C:5]1[CH:10]=[CH:9][CH:8]=[CH:7][CH:6]=1, predict the reactants needed to synthesize it. The reactants are: [NH2:1][C:2]([CH3:12])([CH3:11])[C:3]([C:5]1[CH:10]=[CH:9][CH:8]=[CH:7][CH:6]=1)=[O:4].CC1C=CC(S(O)(=O)=O)=CC=1.[C:24]1([C:34]2[CH:39]=[CH:38][CH:37]=[CH:36][CH:35]=2)[CH:29]=[CH:28][C:27]([S:30](Cl)(=[O:32])=[O:31])=[CH:26][CH:25]=1.C(N(CC)CC)C.